The task is: Regression. Given a peptide amino acid sequence and an MHC pseudo amino acid sequence, predict their binding affinity value. This is MHC class II binding data.. This data is from Peptide-MHC class II binding affinity with 134,281 pairs from IEDB. (1) The peptide sequence is GELVIVDKIDAAFKI. The MHC is DRB5_0101 with pseudo-sequence DRB5_0101. The binding affinity (normalized) is 0.658. (2) The peptide sequence is RIMDFIIYRFLLI. The MHC is DRB1_0301 with pseudo-sequence DRB1_0301. The binding affinity (normalized) is 1.00. (3) The peptide sequence is TEAPAAPAEGEKPAE. The MHC is DRB5_0101 with pseudo-sequence DRB5_0101. The binding affinity (normalized) is 0.0606. (4) The peptide sequence is SQDAELSWNLNGLQAY. The MHC is HLA-DQA10101-DQB10501 with pseudo-sequence HLA-DQA10101-DQB10501. The binding affinity (normalized) is 0.595. (5) The peptide sequence is DDVLAILPIEDLKAL. The MHC is DRB1_0901 with pseudo-sequence DRB1_0901. The binding affinity (normalized) is 0.324. (6) The peptide sequence is GKTVWFVPSIKAGND. The MHC is DRB1_0701 with pseudo-sequence DRB1_0701. The binding affinity (normalized) is 0.687.